This data is from Forward reaction prediction with 1.9M reactions from USPTO patents (1976-2016). The task is: Predict the product of the given reaction. The product is: [Cl:13][C:10]1[CH:9]=[CH:8][C:7]([CH:5]2[C:4](=[O:14])[C:3]([O:15][S:28]([C:22]3[CH:27]=[CH:26][CH:25]=[CH:24][CH:23]=3)(=[O:30])=[O:29])=[C:2]([NH2:1])[O:6]2)=[CH:12][CH:11]=1. Given the reactants [NH2:1][C:2]1[O:6][CH:5]([C:7]2[CH:12]=[CH:11][C:10]([Cl:13])=[CH:9][CH:8]=2)[C:4](=[O:14])[C:3]=1[OH:15].C([O-])([O-])=O.[K+].[K+].[C:22]1([S:28](Cl)(=[O:30])=[O:29])[CH:27]=[CH:26][CH:25]=[CH:24][CH:23]=1, predict the reaction product.